Dataset: Reaction yield outcomes from USPTO patents with 853,638 reactions. Task: Predict the reaction yield, written as a fraction of the theoretical maximum amount of product (1.0 means a 100% yield; for example, 0.34 means a 34% yield). (1) The reactants are C([O-])=O.[NH4+].[N+:5]([C:8]1[CH:9]=[C:10]([NH:14][C:15]([C:17]2[C:18]([C:23]3[CH:28]=[CH:27][C:26]([C:29]([F:32])([F:31])[F:30])=[CH:25][CH:24]=3)=[CH:19][CH:20]=[CH:21][CH:22]=2)=[O:16])[CH:11]=[CH:12][CH:13]=1)([O-])=O.C1COCC1. The catalyst is [OH-].[OH-].[Pd+2].C(O)(C)C.C(OCC)(=O)C. The product is [NH2:5][C:8]1[CH:9]=[C:10]([NH:14][C:15]([C:17]2[C:18]([C:23]3[CH:28]=[CH:27][C:26]([C:29]([F:30])([F:31])[F:32])=[CH:25][CH:24]=3)=[CH:19][CH:20]=[CH:21][CH:22]=2)=[O:16])[CH:11]=[CH:12][CH:13]=1. The yield is 0.940. (2) The reactants are [C:1]([OH:4])(=[O:3])[CH3:2].C(N(CC)CC)C.[Cl:12][C:13]1[CH:14]=[C:15]([CH2:20][C:21](=[O:23])[CH3:22])[CH:16]=[CH:17][C:18]=1Cl. No catalyst specified. The product is [C:1]([O:4][CH2:22][C:21](=[O:23])[CH2:20][C:15]1[CH:16]=[CH:17][CH:18]=[C:13]([Cl:12])[CH:14]=1)(=[O:3])[CH3:2]. The yield is 0.460.